Dataset: Forward reaction prediction with 1.9M reactions from USPTO patents (1976-2016). Task: Predict the product of the given reaction. Given the reactants [N+:1]([C:4]1[CH:5]=[C:6]([CH2:10][C:11](=[O:18])[CH2:12][C:13]([O:15][CH2:16][CH3:17])=[O:14])[CH:7]=[CH:8][CH:9]=1)([O-:3])=[O:2].[BH4-].[Na+].Cl, predict the reaction product. The product is: [N+:1]([C:4]1[CH:5]=[C:6]([CH2:10][CH:11]([OH:18])[CH2:12][C:13]([O:15][CH2:16][CH3:17])=[O:14])[CH:7]=[CH:8][CH:9]=1)([O-:3])=[O:2].